Dataset: Catalyst prediction with 721,799 reactions and 888 catalyst types from USPTO. Task: Predict which catalyst facilitates the given reaction. Reactant: Br[C:2]1[CH:11]=[C:10]([O:12][CH3:13])[C:5]2[O:6][CH2:7][CH2:8][O:9][C:4]=2[C:3]=1[F:14].C([Li])CCC.[CH:20](N1CCOCC1)=[O:21].[Cl-].[NH4+]. Product: [F:14][C:3]1[C:4]2[O:9][CH2:8][CH2:7][O:6][C:5]=2[C:10]([O:12][CH3:13])=[CH:11][C:2]=1[CH:20]=[O:21]. The catalyst class is: 56.